From a dataset of Reaction yield outcomes from USPTO patents with 853,638 reactions. Predict the reaction yield, written as a fraction of the theoretical maximum amount of product (1.0 means a 100% yield; for example, 0.34 means a 34% yield). (1) The catalyst is O. The yield is 0.890. The product is [ClH:22].[CH2:1]1[C@H:5]2[CH2:6][CH2:7][CH2:8][C@H:4]2[CH2:3][N:2]1[CH2:9][CH2:10][CH2:11][O:12][C:13]1[CH:14]=[CH:15][C:16]([C:17]([NH2:19])=[O:18])=[CH:20][CH:21]=1. The reactants are [CH2:1]1[C@H:5]2[CH2:6][CH2:7][CH2:8][C@H:4]2[CH2:3][N:2]1[CH2:9][CH2:10][CH2:11][O:12][C:13]1[CH:21]=[CH:20][C:16]([C:17]([NH2:19])=[O:18])=[CH:15][CH:14]=1.[ClH:22]. (2) The reactants are [Cl:1][C:2]1[N:7]2[N:8]=[C:9]([C:11]3[CH:16]=[CH:15][C:14]([F:17])=[CH:13][CH:12]=3)[CH:10]=[C:6]2[CH:5]=[CH:4][CH:3]=1.[C:18](OC(=O)C)(=[O:20])[CH3:19].B(F)(F)F. The catalyst is C1(C)C=CC=CC=1. The product is [Cl:1][C:2]1[N:7]2[N:8]=[C:9]([C:11]3[CH:16]=[CH:15][C:14]([F:17])=[CH:13][CH:12]=3)[C:10]([C:18](=[O:20])[CH3:19])=[C:6]2[CH:5]=[CH:4][CH:3]=1. The yield is 0.770. (3) The reactants are [CH2:1]([O:8][CH2:9][CH:10]1[CH2:15][CH2:14][CH:13]([CH:16]=[O:17])[CH2:12][CH2:11]1)[C:2]1[CH:7]=[CH:6][CH:5]=[CH:4][CH:3]=1.[O-]Cl.[Na+].[CH3:21][OH:22]. The catalyst is C(O)(=O)C. The product is [CH3:21][O:22][C:16]([CH:13]1[CH2:12][CH2:11][CH:10]([CH2:9][O:8][CH2:1][C:2]2[CH:3]=[CH:4][CH:5]=[CH:6][CH:7]=2)[CH2:15][CH2:14]1)=[O:17]. The yield is 0.650. (4) The reactants are Cl.[F:2][C:3]1[CH:4]=[C:5]2[C:9](=[C:10]([F:12])[CH:11]=1)[NH:8][CH:7]=[C:6]2[C:13](=O)[C:14]([O:16][CH3:17])=[O:15].CCO.CCOC(C)=O. The catalyst is [Pd].CC(O)=O. The product is [F:2][C:3]1[CH:4]=[C:5]2[C:9](=[C:10]([F:12])[CH:11]=1)[NH:8][CH:7]=[C:6]2[CH2:13][C:14]([O:16][CH3:17])=[O:15]. The yield is 0.250. (5) The reactants are [H-].[Na+].C(OP([CH2:11][C:12]([O:14][CH2:15][CH3:16])=[O:13])(OCC)=O)C.[CH2:17]([O:24][C:25]1[CH:32]=[CH:31][C:28]([CH:29]=O)=[C:27]([O:33][CH2:34][O:35][CH3:36])[CH:26]=1)[C:18]1[CH:23]=[CH:22][CH:21]=[CH:20][CH:19]=1.O. The catalyst is O1CCCC1. The product is [CH2:17]([O:24][C:25]1[CH:32]=[CH:31][C:28]([CH:29]=[CH:11][C:12]([O:14][CH2:15][CH3:16])=[O:13])=[C:27]([O:33][CH2:34][O:35][CH3:36])[CH:26]=1)[C:18]1[CH:19]=[CH:20][CH:21]=[CH:22][CH:23]=1. The yield is 0.990. (6) The reactants are [CH2:1]([O:8][C:9]1[CH:18]=[C:12]2[C:13](=[O:17])[NH:14][CH2:15][CH2:16][N:11]2[N:10]=1)[C:2]1[CH:7]=[CH:6][CH:5]=[CH:4][CH:3]=1.Cl[C:20]1[CH:25]=[CH:24][N:23]=[C:22]([O:26][CH3:27])[N:21]=1.C1(P(C2CCCCC2)C2C=CC=CC=2C2C(C(C)C)=CC(C(C)C)=CC=2C(C)C)CCCCC1.C([O-])([O-])=O.[Cs+].[Cs+]. The catalyst is O1CCOCC1.C([O-])(=O)C.[Pd+2].C([O-])(=O)C. The product is [CH2:1]([O:8][C:9]1[CH:18]=[C:12]2[C:13](=[O:17])[N:14]([C:20]3[CH:25]=[CH:24][N:23]=[C:22]([O:26][CH3:27])[N:21]=3)[CH2:15][CH2:16][N:11]2[N:10]=1)[C:2]1[CH:3]=[CH:4][CH:5]=[CH:6][CH:7]=1. The yield is 0.350.